This data is from Forward reaction prediction with 1.9M reactions from USPTO patents (1976-2016). The task is: Predict the product of the given reaction. (1) Given the reactants [CH2:1]([O:8][C:9]1[CH:14]=[CH:13][C:12]([CH2:15][CH:16]([OH:22])[C:17]([O:19][CH2:20][CH3:21])=[O:18])=[CH:11][CH:10]=1)[C:2]1[CH:7]=[CH:6][CH:5]=[CH:4][CH:3]=1.[CH3:23][S:24](Cl)(=[O:26])=[O:25].C(N(CC)CC)C, predict the reaction product. The product is: [CH2:1]([O:8][C:9]1[CH:14]=[CH:13][C:12]([CH2:15][CH:16]([O:22][S:24]([CH3:23])(=[O:26])=[O:25])[C:17]([O:19][CH2:20][CH3:21])=[O:18])=[CH:11][CH:10]=1)[C:2]1[CH:7]=[CH:6][CH:5]=[CH:4][CH:3]=1. (2) Given the reactants [CH2:1]([N:8]1[C:16]2[C:15](=[O:17])[NH:14][C:13](=[O:18])[N:12]([CH3:19])[C:11]=2[C:10]([C:20]#[N:21])=[C:9]1[Br:22])[C:2]1[CH:7]=[CH:6][CH:5]=[CH:4][CH:3]=1.C(=O)([O-])[O-].[K+].[K+].Br[CH2:30][C:31]([C:33]1[CH:38]=[CH:37][CH:36]=[C:35]([O:39][CH3:40])[CH:34]=1)=[O:32].C(Cl)Cl, predict the reaction product. The product is: [CH2:1]([N:8]1[C:16]2[C:15](=[O:17])[N:14]([CH2:30][C:31]([C:33]3[CH:38]=[CH:37][CH:36]=[C:35]([O:39][CH3:40])[CH:34]=3)=[O:32])[C:13](=[O:18])[N:12]([CH3:19])[C:11]=2[C:10]([C:20]#[N:21])=[C:9]1[Br:22])[C:2]1[CH:7]=[CH:6][CH:5]=[CH:4][CH:3]=1. (3) The product is: [C:39]1([C:43]2[CH:48]=[CH:47][CH:46]=[CH:45][CH:44]=2)[CH:40]=[CH:41][CH:42]=[C:37]([CH2:36][O:34][C@@H:10]2[CH2:9][NH:8][CH2:12][C@H:11]2[CH2:13][N:14]([CH:31]([CH3:33])[CH3:32])[C:15](=[O:30])[C:16]2[CH:21]=[CH:20][C:19]([O:22][CH3:23])=[C:18]([O:24][CH2:25][CH2:26][CH2:27][O:28][CH3:29])[CH:17]=2)[CH:38]=1. Given the reactants C(OC([N:8]1[CH2:12][C@@H:11]([CH2:13][N:14]([CH:31]([CH3:33])[CH3:32])[C:15](=[O:30])[C:16]2[CH:21]=[CH:20][C:19]([O:22][CH3:23])=[C:18]([O:24][CH2:25][CH2:26][CH2:27][O:28][CH3:29])[CH:17]=2)[C@H:10]([OH:34])[CH2:9]1)=O)(C)(C)C.Br[CH2:36][C:37]1[CH:38]=[C:39]([C:43]2[CH:48]=[CH:47][CH:46]=[CH:45][CH:44]=2)[CH:40]=[CH:41][CH:42]=1.CC#N.O.CC#N, predict the reaction product. (4) The product is: [OH:8][C:9]1[N:14]=[C:13]([N:15]2[CH2:36][CH2:35][C:18]3([C:22](=[O:23])[N:21]([C:24]4[CH:29]=[CH:28][C:27]([O:30][C:31]([F:32])([F:34])[F:33])=[CH:26][CH:25]=4)[CH2:20][CH2:19]3)[CH2:17][CH2:16]2)[CH:12]=[CH:11][CH:10]=1. Given the reactants C([O:8][C:9]1[N:14]=[C:13]([N:15]2[CH2:36][CH2:35][C:18]3([C:22](=[O:23])[N:21]([C:24]4[CH:29]=[CH:28][C:27]([O:30][C:31]([F:34])([F:33])[F:32])=[CH:26][CH:25]=4)[CH2:20][CH2:19]3)[CH2:17][CH2:16]2)[CH:12]=[CH:11][CH:10]=1)C1C=CC=CC=1, predict the reaction product. (5) Given the reactants [CH3:1][O:2][C:3]1[CH:52]=[CH:51][CH:50]=[CH:49][C:4]=1[CH2:5][O:6][CH2:7][CH2:8][CH2:9][O:10][C:11]1[CH:16]=[CH:15][C:14]([CH:17]2[CH2:22][CH2:21][N:20]([C:23]([O:25][CH2:26][C:27]3[CH:32]=[CH:31][CH:30]=[CH:29][CH:28]=3)=[O:24])[CH2:19][CH:18]2[O:33][CH2:34][C:35]2[CH:40]=[CH:39][C:38]([CH3:41])=[C:37]([O:42][CH2:43][CH2:44][C:45]([O:47]C)=[O:46])[CH:36]=2)=[CH:13][CH:12]=1.C(OC(C)C)(C)C.P([O-])([O-])([O-])=O, predict the reaction product. The product is: [C:45]([CH2:44][CH2:43][O:42][C:37]1[CH:36]=[C:35]([CH:40]=[CH:39][C:38]=1[CH3:41])[CH2:34][O:33][CH:18]1[CH:17]([C:14]2[CH:13]=[CH:12][C:11]([O:10][CH2:9][CH2:8][CH2:7][O:6][CH2:5][C:4]3[CH:49]=[CH:50][CH:51]=[CH:52][C:3]=3[O:2][CH3:1])=[CH:16][CH:15]=2)[CH2:22][CH2:21][N:20]([C:23]([O:25][CH2:26][C:27]2[CH:28]=[CH:29][CH:30]=[CH:31][CH:32]=2)=[O:24])[CH2:19]1)([OH:47])=[O:46]. (6) Given the reactants [NH2:1][C:2]1[CH:34]=[CH:33][C:5]([C:6]([NH:8][CH:9]2[CH2:14][CH:13]([F:15])[CH2:12][CH:11]([NH:16][C:17]3[N:22]=[C:21]([C:23]4[C:31]5[C:26](=[CH:27][CH:28]=[CH:29][CH:30]=5)[NH:25][CH:24]=4)[C:20]([Cl:32])=[CH:19][N:18]=3)[CH2:10]2)=[O:7])=[CH:4][CH:3]=1, predict the reaction product. The product is: [NH2:1][C:2]1[CH:3]=[CH:4][C:5]([C:6]([NH:8][C@H:9]2[CH2:14][C@@H:13]([F:15])[CH2:12][C@@H:11]([NH:16][C:17]3[N:22]=[C:21]([C:23]4[C:31]5[C:26](=[CH:27][CH:28]=[CH:29][CH:30]=5)[NH:25][CH:24]=4)[C:20]([Cl:32])=[CH:19][N:18]=3)[CH2:10]2)=[O:7])=[CH:33][CH:34]=1.